From a dataset of Catalyst prediction with 721,799 reactions and 888 catalyst types from USPTO. Predict which catalyst facilitates the given reaction. (1) Reactant: [Cl:1][CH2:2][CH2:3][O:4][C:5]1[C:6]([N+:25]([O-])=O)=[C:7]([CH2:11][S:12]([C:15]2[C:24]3[C:19](=[CH:20][CH:21]=[CH:22][CH:23]=3)[CH:18]=[CH:17][CH:16]=2)(=[O:14])=[O:13])[CH:8]=[CH:9][CH:10]=1.C(O)=O. Product: [Cl:1][CH2:2][CH2:3][O:4][C:5]1[CH:10]=[CH:9][CH:8]=[C:7]([CH2:11][S:12]([C:15]2[C:24]3[C:19](=[CH:20][CH:21]=[CH:22][CH:23]=3)[CH:18]=[CH:17][CH:16]=2)(=[O:14])=[O:13])[C:6]=1[NH2:25]. The catalyst class is: 358. (2) Reactant: C([N-]C(C)C)(C)C.[Li+].[CH:9]1([C:15]([O:17][CH3:18])=[O:16])[CH2:14][CH2:13][CH2:12][CH2:11][CH2:10]1.Br[CH2:20][CH2:21][CH2:22][O:23][CH3:24]. Product: [CH3:24][O:23][CH2:22][CH2:21][CH2:20][C:9]1([C:15]([O:17][CH3:18])=[O:16])[CH2:14][CH2:13][CH2:12][CH2:11][CH2:10]1. The catalyst class is: 7. (3) Reactant: [F:1][C:2]1[CH:28]=[CH:27][C:5]([C:6]([N:8]2[CH2:13][CH2:12][CH2:11][C@@H:10]([CH3:14])[C@H:9]2[CH2:15][N:16]2[C:24](=[O:25])[C:23]3[C:18](=[CH:19][CH:20]=[CH:21][CH:22]=3)[C:17]2=[O:26])=[O:7])=[C:4](I)[CH:3]=1.C([Sn](CCCC)(CCCC)[C:35]1[N:40]=[CH:39][CH:38]=[CH:37][N:36]=1)CCC.[F-].[Cs+]. Product: [F:1][C:2]1[CH:28]=[CH:27][C:5]([C:6]([N:8]2[CH2:13][CH2:12][CH2:11][C@@H:10]([CH3:14])[C@H:9]2[CH2:15][N:16]2[C:24](=[O:25])[C:23]3[C:18](=[CH:19][CH:20]=[CH:21][CH:22]=3)[C:17]2=[O:26])=[O:7])=[C:4]([C:35]2[N:40]=[CH:39][CH:38]=[CH:37][N:36]=2)[CH:3]=1. The catalyst class is: 555. (4) Reactant: [Cl:1][C:2]1[C:7]([O:8][CH3:9])=[CH:6][C:5]([O:10][CH3:11])=[C:4]([Cl:12])[C:3]=1[C:13]1[C:25](=[O:26])[N:24]([CH2:27][CH2:28][O:29][CH:30]2[CH2:35][CH2:34][NH:33][CH2:32][CH2:31]2)[C:16]2[N:17]=[C:18]([NH:21][CH2:22][CH3:23])[N:19]=[CH:20][C:15]=2[CH:14]=1.[C:36](Cl)(=[O:39])[CH:37]=[CH2:38]. Product: [C:36]([N:33]1[CH2:32][CH2:31][CH:30]([O:29][CH2:28][CH2:27][N:24]2[C:16]3[N:17]=[C:18]([NH:21][CH2:22][CH3:23])[N:19]=[CH:20][C:15]=3[CH:14]=[C:13]([C:3]3[C:2]([Cl:1])=[C:7]([O:8][CH3:9])[CH:6]=[C:5]([O:10][CH3:11])[C:4]=3[Cl:12])[C:25]2=[O:26])[CH2:35][CH2:34]1)(=[O:39])[CH:37]=[CH2:38]. The catalyst class is: 61. (5) Reactant: Cl.Cl.[NH2:3][C@@H:4]1[CH2:9][CH2:8][C@H:7]([N:10]2[C:15](=[O:16])[C:14]3[CH:17]=[C:18]([F:21])[CH:19]=[N:20][C:13]=3[N:12]([C:22]3[CH:23]=[C:24]([C:28]4[CH:33]=[CH:32][C:31]([CH2:34][N:35]([CH3:37])[CH3:36])=[CH:30][CH:29]=4)[CH:25]=[CH:26][CH:27]=3)[C:11]2=[O:38])[CH2:6][CH2:5]1.[O:39]1[CH2:44][CH2:43][CH2:42][CH2:41][CH:40]1[O:45][CH2:46][CH2:47][O:48][C:49]1[CH:57]=[CH:56][CH:55]=[CH:54][C:50]=1[C:51](O)=[O:52].CCN(C(C)C)C(C)C.CN(C(ON1N=NC2C=CC=NC1=2)=[N+](C)C)C.F[P-](F)(F)(F)(F)F. Product: [CH3:37][N:35]([CH2:34][C:31]1[CH:30]=[CH:29][C:28]([C:24]2[CH:25]=[CH:26][CH:27]=[C:22]([N:12]3[C:13]4[N:20]=[CH:19][C:18]([F:21])=[CH:17][C:14]=4[C:15](=[O:16])[N:10]([C@@H:7]4[CH2:8][CH2:9][C@H:4]([NH:3][C:51](=[O:52])[C:50]5[CH:54]=[CH:55][CH:56]=[CH:57][C:49]=5[O:48][CH2:47][CH2:46][O:45][CH:40]5[CH2:41][CH2:42][CH2:43][CH2:44][O:39]5)[CH2:5][CH2:6]4)[C:11]3=[O:38])[CH:23]=2)=[CH:33][CH:32]=1)[CH3:36]. The catalyst class is: 39. (6) Reactant: [CH2:1]([NH:5][C:6]1[C:7]([CH3:19])=[C:8]([CH:12]=[CH:13][C:14]=1[S:15]([CH3:18])(=[O:17])=[O:16])[C:9]([OH:11])=O)[CH:2]([CH3:4])[CH3:3].[CH2:20]([N:22]1[C:26]([OH:27])=[CH:25][CH:24]=[N:23]1)[CH3:21].Cl.CN(C)CCCN=C=NCC.CCN(CC)CC.[Si](C#N)(C)(C)C.[C-]#N.[K+]. Product: [CH2:1]([NH:5][C:6]1[C:7]([CH3:19])=[C:8]([CH:12]=[CH:13][C:14]=1[S:15]([CH3:18])(=[O:17])=[O:16])[C:9]([C:25]1[CH:24]=[N:23][N:22]([CH2:20][CH3:21])[C:26]=1[OH:27])=[O:11])[CH:2]([CH3:3])[CH3:4]. The catalyst class is: 10. (7) Reactant: [Cl:1][C:2]1[CH:7]=[CH:6][CH:5]=[CH:4][C:3]=1[C:8]1[CH:17]=[C:16]([N+:18]([O-])=O)[CH:15]=[C:14]2[C:9]=1[CH2:10][CH2:11][N:12]([C:21](=[O:26])[C:22]([F:25])([F:24])[F:23])[CH2:13]2. The catalyst class is: 5. Product: [NH2:18][C:16]1[CH:15]=[C:14]2[C:9]([CH2:10][CH2:11][N:12]([C:21](=[O:26])[C:22]([F:25])([F:23])[F:24])[CH2:13]2)=[C:8]([C:3]2[CH:4]=[CH:5][CH:6]=[CH:7][C:2]=2[Cl:1])[CH:17]=1. (8) Reactant: [Cl:1][C:2]1[CH:3]=[C:4]([N:18]2[C:23](=[O:24])[NH:22][C:21](=[O:25])[CH:20]=[N:19]2)[CH:5]=[C:6]([CH3:17])[C:7]=1[O:8][C:9]1[CH:14]=[CH:13][C:12]([O:15][CH3:16])=[CH:11][CH:10]=1.[F:26][C:27]1[CH:35]=[CH:34][C:30]([C:31](O)=[O:32])=[CH:29][CH:28]=1. Product: [Cl:1][C:2]1[CH:3]=[C:4]([N:18]2[C:23](=[O:24])[NH:22][C:21](=[O:25])[CH:20]=[N:19]2)[CH:5]=[C:6]([CH3:17])[C:7]=1[O:8][C:9]1[CH:14]=[CH:13][C:12]([O:15][CH3:16])=[C:11]([C:31](=[O:32])[C:30]2[CH:34]=[CH:35][C:27]([F:26])=[CH:28][CH:29]=2)[CH:10]=1. The catalyst class is: 6. (9) Reactant: [Br:1]Br.[CH3:3][S:4]([C:7]1[CH:12]=[CH:11][C:10]([OH:13])=[C:9]([N+:14]([O-:16])=[O:15])[CH:8]=1)(=[O:6])=[O:5]. Product: [Br:1][C:11]1[CH:12]=[C:7]([S:4]([CH3:3])(=[O:6])=[O:5])[CH:8]=[C:9]([N+:14]([O-:16])=[O:15])[C:10]=1[OH:13]. The catalyst class is: 86. (10) Product: [C:8](=[O:16])([O:9][C:10]1[CH:15]=[CH:14][CH:13]=[CH:12][N:11]=1)[O:7][CH:5]1[CH2:6][O:3][CH2:4]1. Reactant: [H-].[Na+].[O:3]1[CH2:6][CH:5]([OH:7])[CH2:4]1.[C:8](=O)([O:16]C1C=CC=CN=1)[O:9][C:10]1[CH:15]=[CH:14][CH:13]=[CH:12][N:11]=1. The catalyst class is: 49.